From a dataset of Forward reaction prediction with 1.9M reactions from USPTO patents (1976-2016). Predict the product of the given reaction. (1) Given the reactants [C:1]1([S:7]([N:10]2[CH:15]=[CH:14][NH:13][C:12](=[O:16])[C@H:11]2[CH2:17][C:18]#[CH:19])(=[O:9])=[O:8])[CH:6]=[CH:5][CH:4]=[CH:3][CH:2]=1.[SiH](CC)(CC)CC.C(O)(C(F)(F)F)=O, predict the reaction product. The product is: [C:1]1([S:7]([N:10]2[CH2:15][CH2:14][NH:13][C:12](=[O:16])[C@H:11]2[CH2:17][C:18]#[CH:19])(=[O:9])=[O:8])[CH:2]=[CH:3][CH:4]=[CH:5][CH:6]=1. (2) The product is: [Br:8][C:6]1[CH:5]=[N:4][CH:3]=[C:2]([N:15]2[CH2:19][CH2:18][CH2:17][CH2:16]2)[CH:7]=1. Given the reactants Br[C:2]1[CH:3]=[N:4][CH:5]=[C:6]([Br:8])[CH:7]=1.CC(C)([O-])C.[Na+].[NH:15]1[CH2:19][CH2:18][CH2:17][CH2:16]1, predict the reaction product. (3) Given the reactants Br[CH2:2][C:3]([C:5]1[CH:6]=[N:7][N:8]([C:18]([CH3:21])([CH3:20])[CH3:19])[C:9]=1[C:10]1[CH:15]=[CH:14][C:13]([O:16][CH3:17])=[CH:12][CH:11]=1)=O.[NH2:22][C:23](=[S:29])[CH2:24][C:25]([O:27][CH3:28])=[O:26].[CH3:30]CO, predict the reaction product. The product is: [C:18]([N:8]1[C:9]([C:10]2[CH:15]=[CH:14][C:13]([O:16][CH3:17])=[CH:12][CH:11]=2)=[C:5]([C:3]2[N:22]=[C:23]([CH2:24][C:25]([O:27][CH2:28][CH3:30])=[O:26])[S:29][CH:2]=2)[CH:6]=[N:7]1)([CH3:21])([CH3:20])[CH3:19]. (4) The product is: [NH2:23][C:22](=[S:8])[CH:20]([CH3:21])[C:19]([O:18][CH2:16][CH3:17])=[O:24]. Given the reactants C1(P(C2C=CC=CC=2)(S)=[S:8])C=CC=CC=1.[CH2:16]([O:18][C:19](=[O:24])[CH:20]([C:22]#[N:23])[CH3:21])[CH3:17], predict the reaction product. (5) Given the reactants [CH2:1]([O:3][CH:4]([O:17][CH2:18][CH3:19])[C:5]1[N:10]=[C:9]([CH3:11])[C:8]([C:12]([O:14]CC)=[O:13])=[CH:7][N:6]=1)[CH3:2].[OH-].[Na+], predict the reaction product. The product is: [CH2:1]([O:3][CH:4]([O:17][CH2:18][CH3:19])[C:5]1[N:10]=[C:9]([CH3:11])[C:8]([C:12]([OH:14])=[O:13])=[CH:7][N:6]=1)[CH3:2]. (6) Given the reactants [CH2:1]([O:3][C:4]1[CH:9]=[C:8](F)[CH:7]=[CH:6][C:5]=1[N+:11]([O-:13])=[O:12])[CH3:2].[CH3:14][N:15]1[CH2:20][CH2:19][NH:18][CH2:17][CH2:16]1.CCN(C(C)C)C(C)C, predict the reaction product. The product is: [CH2:1]([O:3][C:4]1[CH:9]=[C:8]([N:18]2[CH2:19][CH2:20][N:15]([CH3:14])[CH2:16][CH2:17]2)[CH:7]=[CH:6][C:5]=1[N+:11]([O-:13])=[O:12])[CH3:2]. (7) The product is: [C:1]([O:24][C:17]1[CH:16]=[C:15]([N+:12]([O-:14])=[O:13])[CH:20]=[C:19]([N+:21]([O-:23])=[O:22])[CH:18]=1)(=[O:10])[CH:2]=[CH:3][C:4]1[CH:9]=[CH:8][CH:7]=[CH:6][CH:5]=1. Given the reactants [C:1](Cl)(=[O:10])[CH:2]=[CH:3][C:4]1[CH:9]=[CH:8][CH:7]=[CH:6][CH:5]=1.[N+:12]([C:15]1[CH:16]=[C:17]([OH:24])[CH:18]=[C:19]([N+:21]([O-:23])=[O:22])[CH:20]=1)([O-:14])=[O:13].N1C=CC=CC=1, predict the reaction product.